From a dataset of Reaction yield outcomes from USPTO patents with 853,638 reactions. Predict the reaction yield, written as a fraction of the theoretical maximum amount of product (1.0 means a 100% yield; for example, 0.34 means a 34% yield). The reactants are [CH3:1][O:2][C:3]1[N:8]=[CH:7][C:6]([NH2:9])=[C:5](I)[CH:4]=1.[Br:11][C:12]1[CH:13]=[C:14](B(O)O)[C:15]([F:18])=[N:16][CH:17]=1. The catalyst is [F-].[K+].C(#N)C.O. The product is [Br:11][C:12]1[CH:13]=[C:14]([C:5]2[CH:4]=[C:3]([O:2][CH3:1])[N:8]=[CH:7][C:6]=2[NH2:9])[C:15]([F:18])=[N:16][CH:17]=1. The yield is 0.710.